From a dataset of Full USPTO retrosynthesis dataset with 1.9M reactions from patents (1976-2016). Predict the reactants needed to synthesize the given product. (1) Given the product [Cl:26][C:23]1[CH:22]=[CH:21][C:20]([C:17]2[CH:18]=[C:19]3[C:11]([C:9]([C:4]4[C:3]([F:37])=[C:2]([NH:1][S:47]([CH2:44][CH2:45][CH3:46])(=[O:49])=[O:48])[CH:7]=[CH:6][C:5]=4[F:8])=[O:10])=[CH:12][N:13]([C:27](=[O:36])[C:28]4[C:33]([Cl:34])=[CH:32][CH:31]=[CH:30][C:29]=4[Cl:35])[C:14]3=[N:15][CH:16]=2)=[CH:25][CH:24]=1, predict the reactants needed to synthesize it. The reactants are: [NH2:1][C:2]1[C:3]([F:37])=[C:4]([C:9]([C:11]2[C:19]3[C:14](=[N:15][CH:16]=[C:17]([C:20]4[CH:25]=[CH:24][C:23]([Cl:26])=[CH:22][CH:21]=4)[CH:18]=3)[N:13]([C:27](=[O:36])[C:28]3[C:33]([Cl:34])=[CH:32][CH:31]=[CH:30][C:29]=3[Cl:35])[CH:12]=2)=[O:10])[C:5]([F:8])=[CH:6][CH:7]=1.N1C=CC=CC=1.[CH2:44]([S:47](Cl)(=[O:49])=[O:48])[CH2:45][CH3:46].CC1CCCO1. (2) Given the product [NH2:28][C:26](=[O:27])[CH2:25][C:21]1([NH:20][C:12]([C:10]2[CH:9]=[CH:8][C:7]([C:15]3([F:19])[CH2:18][O:17][CH2:16]3)=[C:6]([O:5][CH2:4][CH:1]3[CH2:2][CH2:3]3)[N:11]=2)=[O:14])[CH2:24][O:23][CH2:22]1, predict the reactants needed to synthesize it. The reactants are: [CH:1]1([CH2:4][O:5][C:6]2[N:11]=[C:10]([C:12]([OH:14])=O)[CH:9]=[CH:8][C:7]=2[C:15]2([F:19])[CH2:18][O:17][CH2:16]2)[CH2:3][CH2:2]1.[NH2:20][C:21]1([CH2:25][C:26]([NH2:28])=[O:27])[CH2:24][O:23][CH2:22]1.CCN(C(C)C)C(C)C. (3) The reactants are: [CH2:1]([C:5]1[N:6]([CH2:18][CH2:19][CH2:20][CH:21]=[O:22])[C:7]2[C:16]3[CH:15]=[CH:14][CH:13]=[CH:12][C:11]=3[N:10]=[CH:9][C:8]=2[N:17]=1)[CH2:2][CH2:3][CH3:4].[C:23]1([Mg]Br)[CH:28]=[CH:27][CH:26]=[CH:25][CH:24]=1. Given the product [CH2:1]([C:5]1[N:6]([CH2:18][CH2:19][CH2:20][CH:21]([C:23]2[CH:28]=[CH:27][CH:26]=[CH:25][CH:24]=2)[OH:22])[C:7]2[C:16]3[CH:15]=[CH:14][CH:13]=[CH:12][C:11]=3[N:10]=[CH:9][C:8]=2[N:17]=1)[CH2:2][CH2:3][CH3:4], predict the reactants needed to synthesize it. (4) Given the product [CH3:1][O:2][C:3](=[O:18])[C@@H:4]([O:15][CH2:16][CH3:17])[CH2:5][C:6]1[C:11]([CH3:12])=[CH:10][C:9]([O:13][CH2:20][C:21]2[S:25][C:24]([C:26]3[CH:27]=[CH:28][C:29]([C:32]([F:35])([F:33])[F:34])=[CH:30][CH:31]=3)=[N:23][C:22]=2[CH3:36])=[CH:8][C:7]=1[CH3:14], predict the reactants needed to synthesize it. The reactants are: [CH3:1][O:2][C:3](=[O:18])[C@@H:4]([O:15][CH2:16][CH3:17])[CH2:5][C:6]1[C:11]([CH3:12])=[CH:10][C:9]([OH:13])=[CH:8][C:7]=1[CH3:14].Cl[CH2:20][C:21]1[S:25][C:24]([C:26]2[CH:31]=[CH:30][C:29]([C:32]([F:35])([F:34])[F:33])=[CH:28][CH:27]=2)=[N:23][C:22]=1[CH3:36].C(=O)([O-])[O-].[Cs+].[Cs+].[I-].[K+]. (5) Given the product [Cl:1][C:2]1[N:7]=[C:6]([NH:8][C:9]2[CH:18]=[CH:17][C:16]3[C:15]4[C:19]5[NH:26][CH2:25][C@@H:24]([CH3:27])[NH:23][C:22](=[O:28])[C:20]=5[S:21][C:14]=4[CH:13]=[CH:12][C:11]=3[N:10]=2)[C:5]([C:29]([OH:31])=[O:30])=[CH:4][N:3]=1, predict the reactants needed to synthesize it. The reactants are: [Cl:1][C:2]1[N:7]=[C:6]([NH:8][C:9]2[CH:18]=[CH:17][C:16]3[C:15]4[C:19]5[NH:26][CH2:25][C@@H:24]([CH3:27])[NH:23][C:22](=[O:28])[C:20]=5[S:21][C:14]=4[CH:13]=[CH:12][C:11]=3[N:10]=2)[C:5]([C:29]([O:31]CC)=[O:30])=[CH:4][N:3]=1.[Li+].[OH-].Cl.